This data is from Reaction yield outcomes from USPTO patents with 853,638 reactions. The task is: Predict the reaction yield, written as a fraction of the theoretical maximum amount of product (1.0 means a 100% yield; for example, 0.34 means a 34% yield). (1) The reactants are [CH3:1][C:2]1([CH3:12])[C:10]2[C:5](=[CH:6][CH:7]=[CH:8][CH:9]=2)[NH:4][C:3]1=[O:11].C([O-])(=O)C.[Na+].[Br:18]Br.C(=O)([O-])[O-].[Na+].[Na+]. The catalyst is C(O)(=O)C.O. The product is [Br:18][C:8]1[CH:9]=[C:10]2[C:5](=[CH:6][CH:7]=1)[NH:4][C:3](=[O:11])[C:2]2([CH3:12])[CH3:1]. The yield is 0.920. (2) The reactants are C(O)(=O)C.C1COCC1.[Br:10][C:11]1[CH:16]=[C:15]([Cl:17])[C:14]([CH:18]([O:20][Si](C(C)(C)C)(C)C)[CH3:19])=[CH:13][C:12]=1[NH:28][C:29]([N:31]1[CH:36]=[CH:35][C:34](=[O:37])[CH2:33][CH:32]1[C:38]1[CH:43]=[CH:42][C:41]([F:44])=[CH:40][CH:39]=1)=[O:30]. The catalyst is O. The product is [Br:10][C:11]1[CH:16]=[C:15]([Cl:17])[C:14]([CH:18]([OH:20])[CH3:19])=[CH:13][C:12]=1[NH:28][C:29]([N:31]1[CH:36]=[CH:35][C:34](=[O:37])[CH2:33][CH:32]1[C:38]1[CH:39]=[CH:40][C:41]([F:44])=[CH:42][CH:43]=1)=[O:30]. The yield is 0.710.